This data is from Catalyst prediction with 721,799 reactions and 888 catalyst types from USPTO. The task is: Predict which catalyst facilitates the given reaction. (1) Reactant: C(O[C:4]([C:6]1[N:14]([CH2:15][C:16]#[CH:17])[C:13]2[CH:12]=[CH:11][N:10]=[CH:9][C:8]=2[C:7]=1[NH:18][C:19]1[CH:24]=[CH:23][C:22]([I:25])=[CH:21][C:20]=1[F:26])=[O:5])C.[OH-].[Na+].CCN=C=NCCCN(C)C.C1C=CC2N(O)N=NC=2C=1.[CH:50]([O:52][CH2:53][CH2:54][O:55][NH2:56])=[CH2:51].CCN(C(C)C)C(C)C. Product: [CH:50]([O:52][CH2:53][CH2:54][O:55][NH:56][C:4]([C:6]1[N:14]([CH2:15][C:16]#[CH:17])[C:13]2[CH:12]=[CH:11][N:10]=[CH:9][C:8]=2[C:7]=1[NH:18][C:19]1[CH:24]=[CH:23][C:22]([I:25])=[CH:21][C:20]=1[F:26])=[O:5])=[CH2:51]. The catalyst class is: 36. (2) Reactant: [O:1]=[S:2]1(=[O:22])[CH2:6][CH2:5][CH2:4][CH:3]1[CH:7](O)[C:8]1[CH:13]=[CH:12][C:11]([CH:14]([CH3:20])[C:15]([O:17][CH2:18][CH3:19])=[O:16])=[CH:10][CH:9]=1.S(Cl)([Cl:25])=O. The catalyst class is: 12. Product: [Cl:25][CH:7]([CH:3]1[CH2:4][CH2:5][CH2:6][S:2]1(=[O:22])=[O:1])[C:8]1[CH:13]=[CH:12][C:11]([CH:14]([CH3:20])[C:15]([O:17][CH2:18][CH3:19])=[O:16])=[CH:10][CH:9]=1. (3) The catalyst class is: 806. Reactant: [NH2:1][C:2]1[N:3]([CH3:24])[C:4](=[O:23])[C:5]2([C:15]3[C:10](=[CH:11][CH:12]=[C:13](Br)[CH:14]=3)[O:9][CH:8]([C:17]3[CH:22]=[CH:21][CH:20]=[CH:19][CH:18]=3)[CH2:7]2)[N:6]=1.[C:25]([CH2:27][CH2:28][NH:29][C:30]([C:32]1[CH:33]=[C:34](B(O)O)[CH:35]=[CH:36][CH:37]=1)=[O:31])#[N:26]. Product: [NH2:1][C:2]1[N:3]([CH3:24])[C:4](=[O:23])[C:5]2([C:15]3[C:10](=[CH:11][CH:12]=[C:13]([C:36]4[CH:37]=[C:32]([CH:33]=[CH:34][CH:35]=4)[C:30]([NH:29][CH2:28][CH2:27][C:25]#[N:26])=[O:31])[CH:14]=3)[O:9][CH:8]([C:17]3[CH:22]=[CH:21][CH:20]=[CH:19][CH:18]=3)[CH2:7]2)[N:6]=1. (4) Product: [CH2:1]([C:8]1[S:12][C:11]2[CH:13]=[C:14]([O:17][CH3:18])[CH:15]=[CH:16][C:10]=2[C:9]=1[CH:19]([C:21]1[CH:22]=[CH:23][C:24]([O:27][CH2:28][CH2:29][N:30]2[CH2:35][CH2:34][CH2:33][CH2:32][CH2:31]2)=[CH:25][CH:26]=1)[OH:20])[C:2]1[CH:3]=[CH:4][CH:5]=[CH:6][CH:7]=1. The catalyst class is: 1. Reactant: [CH2:1]([C:8]1[S:12][C:11]2[CH:13]=[C:14]([O:17][CH3:18])[CH:15]=[CH:16][C:10]=2[C:9]=1[C:19]([C:21]1[CH:26]=[CH:25][C:24]([O:27][CH2:28][CH2:29][N:30]2[CH2:35][CH2:34][CH2:33][CH2:32][CH2:31]2)=[CH:23][CH:22]=1)=[O:20])[C:2]1[CH:7]=[CH:6][CH:5]=[CH:4][CH:3]=1.[H-].[H-].[H-].[H-].[Li+].[Al+3]. (5) The catalyst class is: 2. Product: [CH3:1][N:2]1[CH:6]=[C:5]([C:7]2[C:8]([C:32]([F:33])([F:35])[F:34])=[CH:9][C:10]3[N:15]([C:16]4[C:20]5[CH2:21][N:22]([C:43](=[O:45])[CH3:44])[CH2:23][CH2:24][C:19]=5[N:18]([CH:25]5[CH2:30][CH2:29][O:28][CH2:27][CH2:26]5)[N:17]=4)[CH2:14][CH2:13][O:12][C:11]=3[CH:31]=2)[CH:4]=[N:3]1. Reactant: [CH3:1][N:2]1[CH:6]=[C:5]([C:7]2[C:8]([C:32]([F:35])([F:34])[F:33])=[CH:9][C:10]3[N:15]([C:16]4[C:20]5[CH2:21][NH:22][CH2:23][CH2:24][C:19]=5[N:18]([CH:25]5[CH2:30][CH2:29][O:28][CH2:27][CH2:26]5)[N:17]=4)[CH2:14][CH2:13][O:12][C:11]=3[CH:31]=2)[CH:4]=[N:3]1.C(N(CC)CC)C.[C:43](OC(=O)C)(=[O:45])[CH3:44]. (6) Reactant: [CH2:1]([O:3][C:4](=[O:24])[CH2:5][C:6]1[CH:7]=[N:8][CH:9]=[C:10]([C:12]2[CH:17]=[CH:16][C:15]([C:18]([F:21])([F:20])[F:19])=[CH:14][C:13]=2[CH:22]=O)[CH:11]=1)[CH3:2].[NH2:25][CH2:26][C:27]1[CH:32]=[N:31][C:30]([CH3:33])=[CH:29][N:28]=1.C(O)(=O)C.C(O[BH-](OC(=O)C)OC(=O)C)(=O)C.[Na+]. Product: [CH2:1]([O:3][C:4](=[O:24])[CH2:5][C:6]1[CH:7]=[N:8][CH:9]=[C:10]([C:12]2[CH:17]=[CH:16][C:15]([C:18]([F:20])([F:21])[F:19])=[CH:14][C:13]=2[CH2:22][NH:25][CH2:26][C:27]2[CH:32]=[N:31][C:30]([CH3:33])=[CH:29][N:28]=2)[CH:11]=1)[CH3:2]. The catalyst class is: 68. (7) Reactant: [Cl:1][C:2]1[CH:3]=[C:4]([CH2:9][CH2:10][CH2:11][C:12]2[CH:13]=[C:14]3[C:23](=[CH:24][CH:25]=2)[NH:22][C:21]2[C:20]([C:26]([OH:28])=[O:27])=[CH:19][C:18]([N+:29]([O-])=O)=[CH:17][C:16]=2[O:15]3)[CH:5]=[CH:6][C:7]=1[Cl:8]. Product: [NH2:29][C:18]1[CH:19]=[C:20]([C:26]([OH:28])=[O:27])[C:21]2[NH:22][C:23]3[C:14]([O:15][C:16]=2[CH:17]=1)=[CH:13][C:12]([CH2:11][CH2:10][CH2:9][C:4]1[CH:5]=[CH:6][C:7]([Cl:8])=[C:2]([Cl:1])[CH:3]=1)=[CH:25][CH:24]=3. The catalyst class is: 814.